Dataset: NCI-60 drug combinations with 297,098 pairs across 59 cell lines. Task: Regression. Given two drug SMILES strings and cell line genomic features, predict the synergy score measuring deviation from expected non-interaction effect. (1) Drug 1: CCC1=CC2CC(C3=C(CN(C2)C1)C4=CC=CC=C4N3)(C5=C(C=C6C(=C5)C78CCN9C7C(C=CC9)(C(C(C8N6C)(C(=O)OC)O)OC(=O)C)CC)OC)C(=O)OC. Drug 2: CC1=C(C(=CC=C1)Cl)NC(=O)C2=CN=C(S2)NC3=CC(=NC(=N3)C)N4CCN(CC4)CCO. Cell line: T-47D. Synergy scores: CSS=41.3, Synergy_ZIP=5.18, Synergy_Bliss=3.52, Synergy_Loewe=9.95, Synergy_HSA=11.4. (2) Drug 1: CC(C1=C(C=CC(=C1Cl)F)Cl)OC2=C(N=CC(=C2)C3=CN(N=C3)C4CCNCC4)N. Drug 2: CC1=C(C(=CC=C1)Cl)NC(=O)C2=CN=C(S2)NC3=CC(=NC(=N3)C)N4CCN(CC4)CCO. Cell line: T-47D. Synergy scores: CSS=13.1, Synergy_ZIP=6.81, Synergy_Bliss=6.53, Synergy_Loewe=3.98, Synergy_HSA=4.92. (3) Drug 1: C1=CC(=CC=C1CC(C(=O)O)N)N(CCCl)CCCl.Cl. Drug 2: CN1C2=C(C=C(C=C2)N(CCCl)CCCl)N=C1CCCC(=O)O.Cl. Cell line: SK-MEL-2. Synergy scores: CSS=-4.51, Synergy_ZIP=0.430, Synergy_Bliss=0.207, Synergy_Loewe=-5.10, Synergy_HSA=-3.32.